From a dataset of Reaction yield outcomes from USPTO patents with 853,638 reactions. Predict the reaction yield, written as a fraction of the theoretical maximum amount of product (1.0 means a 100% yield; for example, 0.34 means a 34% yield). (1) The reactants are [NH2:1]/[C:2](/[C:7]#[N:8])=[C:3](\[NH2:6])/[C:4]#[N:5].S(=O)(=O)(O)O.[CH3:14][C:15]1[CH:22]=[CH:21][C:18]([CH:19]=O)=[CH:17][CH:16]=1. The catalyst is O1CCCC1. The product is [NH2:6][C:3](=[C:2]([N:1]=[CH:14][C:15]1[CH:22]=[CH:21][C:18]([CH3:19])=[CH:17][CH:16]=1)[C:7]#[N:8])[C:4]#[N:5]. The yield is 0.946. (2) The reactants are [N:1]1([C:6]2[CH:11]=[C:10]([N+:12]([O-:14])=[O:13])[C:9]([NH:15]C(=O)C)=[C:8]([CH3:19])[CH:7]=2)[CH:5]=[CH:4][N:3]=[CH:2]1.Cl.C([O-])(O)=O.[Na+]. The catalyst is C(O)C. The product is [N:1]1([C:6]2[CH:11]=[C:10]([N+:12]([O-:14])=[O:13])[C:9]([NH2:15])=[C:8]([CH3:19])[CH:7]=2)[CH:5]=[CH:4][N:3]=[CH:2]1. The yield is 0.760. (3) The reactants are Br[C:2]1[C:3]([F:27])=[CH:4][C:5]2[O:11][CH2:10][CH2:9][N:8]3[C:12]([C:18]4[NH:22][N:21]=[C:20]([CH:23]5[CH2:25][CH2:24]5)[N:19]=4)=[C:13]([C:15]([NH2:17])=[O:16])[N:14]=[C:7]3[C:6]=2[CH:26]=1.[CH3:28][O:29][CH2:30][C:31]([CH3:35])([OH:34])[C:32]#[CH:33].C(NC(C)C)(C)C. The catalyst is CN(C=O)C. The product is [CH:23]1([C:20]2[N:19]=[C:18]([C:12]3[N:8]4[CH2:9][CH2:10][O:11][C:5]5[CH:4]=[C:3]([F:27])[C:2]([C:33]#[C:32][C:31]([OH:34])([CH3:35])[CH2:30][O:29][CH3:28])=[CH:26][C:6]=5[C:7]4=[N:14][C:13]=3[C:15]([NH2:17])=[O:16])[NH:22][N:21]=2)[CH2:25][CH2:24]1. The yield is 0.263. (4) The reactants are [OH:1][CH2:2][C:3]1[CH:11]=[CH:10][C:6]([C:7]([OH:9])=O)=[CH:5][CH:4]=1.ON1C2C=CC=CC=2N=N1.Cl.C(N=C=NCCCN(C)C)C.[CH2:34]([NH:36][CH2:37][CH3:38])[CH3:35]. The catalyst is CN(C)C=O.O. The product is [CH2:34]([N:36]([CH2:37][CH3:38])[C:7]([C:6]1[CH:5]=[CH:4][C:3]([CH2:2][OH:1])=[CH:11][CH:10]=1)=[O:9])[CH3:35]. The yield is 0.940. (5) The reactants are [Cl:1][C:2]1[CH:7]=[CH:6][C:5]([C:8]2[N:9]=[C:10]3[CH:15]=[CH:14][C:13]([F:16])=[CH:12][N:11]3[C:17]=2[CH2:18][C:19]2[N:23]=[C:22]([C:24]([O:26]CC)=O)[O:21][N:20]=2)=[CH:4][CH:3]=1.[NH2:29][OH:30].Cl.C([O-])([O-])=O.[K+].[K+]. The catalyst is CCO. The product is [Cl:1][C:2]1[CH:3]=[CH:4][C:5]([C:8]2[N:9]=[C:10]3[CH:15]=[CH:14][C:13]([F:16])=[CH:12][N:11]3[C:17]=2[CH2:18][C:19]2[N:23]=[C:22]([C:24]([NH:29][OH:30])=[O:26])[O:21][N:20]=2)=[CH:6][CH:7]=1. The yield is 0.600. (6) The reactants are [H-].[Na+].[OH:3][C:4]1[CH:5]=[C:6]2[C:10](=[CH:11][CH:12]=1)[C:9](=[O:13])[NH:8][CH2:7]2.F[C:15]1[CH:20]=[CH:19][C:18]([N+:21]([O-:23])=[O:22])=[CH:17][CH:16]=1.O. The catalyst is CN(C=O)C. The product is [C:9]1(=[O:13])[C:10]2[C:6](=[CH:5][C:4]([O:3][C:15]3[CH:20]=[CH:19][C:18]([N+:21]([O-:23])=[O:22])=[CH:17][CH:16]=3)=[CH:12][CH:11]=2)[CH2:7][NH:8]1. The yield is 0.890.